From a dataset of Forward reaction prediction with 1.9M reactions from USPTO patents (1976-2016). Predict the product of the given reaction. (1) The product is: [Br:1][CH2:2][CH:3]([OH:9])[CH2:4][C:5]([O:7][CH3:8])=[O:6].[Br:1][CH2:2][C:3](=[O:9])[CH2:4][C:5]([O:7][CH3:8])=[O:6]. Given the reactants [Br:1][CH2:2][C:3](=[O:9])[CH2:4][C:5]([O:7][CH3:8])=[O:6].C1C=[N+]([C@@H]2O[C@H](COP(OP(OC[C@H]3O[C@@H](N4C5N=CN=C(N)C=5N=C4)[C@H](OP(O)(O)=O)[C@@H]3O)(O)=O)(O)=O)[C@@H](O)[C@H]2O)C=C(C(N)=O)C=1.O=C[C@@H]([C@H]([C@@H]([C@@H](CO)O)O)O)O.P([O-])([O-])([O-])=O.C(=O)([O-])[O-].[Na+].[Na+], predict the reaction product. (2) The product is: [C:37]([CH:33]([CH:29]([C:30]([OH:32])=[O:31])[OH:11])[OH:36])([OH:39])=[O:40].[CH:1]1([CH2:5][CH2:6][C:7]2[O:11][N:10]=[C:9]([C:12]3[CH:17]=[CH:16][C:15]([C@@H:18]([NH:20][C:30]([C@@H:29]4[C@@H:33]([OH:36])[CH2:34][CH2:35][NH:28]4)=[O:31])[CH3:19])=[CH:14][CH:13]=3)[N:8]=2)[CH2:4][CH2:3][CH2:2]1.[CH:1]1([CH2:5][CH2:6][C:7]2[O:11][N:10]=[C:9]([C:12]3[CH:17]=[CH:16][C:15]([C@@H:18]([NH:20][C:30]([C@@H:29]4[C@@H:33]([OH:36])[CH2:34][CH2:35][NH:28]4)=[O:31])[CH3:19])=[CH:14][CH:13]=3)[N:8]=2)[CH2:4][CH2:3][CH2:2]1. Given the reactants [CH:1]1([CH2:5][CH2:6][C:7]2[O:11][N:10]=[C:9]([C:12]3[CH:17]=[CH:16][C:15]([C@@H:18]([NH2:20])[CH3:19])=[CH:14][CH:13]=3)[N:8]=2)[CH2:4][CH2:3][CH2:2]1.C(OC([N:28]1[CH2:35][CH2:34][C@H:33]([OH:36])[C@H:29]1[C:30]([OH:32])=[O:31])=O)(C)(C)C.[C:37](=[O:40])([O-:39])N.Cl, predict the reaction product. (3) Given the reactants C1(P(C2CCCCC2)C2C=CC=CC=2C2C=CC=CC=2)CCCCC1.[CH3:26][O:27][C:28]([C:30]1[CH:35]=[CH:34][C:33]([CH:36]2[CH2:38][CH2:37]2)=[C:32](Cl)[N:31]=1)=[O:29].[Cl:40][C:41]1[CH:47]=[C:46]([Cl:48])[CH:45]=[CH:44][C:42]=1[NH2:43].C(=O)([O-])[O-].[K+].[K+], predict the reaction product. The product is: [CH3:26][O:27][C:28]([C:30]1[CH:35]=[CH:34][C:33]([CH:36]2[CH2:38][CH2:37]2)=[C:32]([NH:43][C:42]2[CH:44]=[CH:45][C:46]([Cl:48])=[CH:47][C:41]=2[Cl:40])[N:31]=1)=[O:29].